The task is: Predict the reactants needed to synthesize the given product.. This data is from Full USPTO retrosynthesis dataset with 1.9M reactions from patents (1976-2016). (1) Given the product [CH:12]([O:11][C:9]1[N:8]([CH3:15])[C:7]2[C:2]([C:25]3[C:24]([CH3:23])=[CH:33][CH:32]=[C:31]4[C:26]=3[CH:27]=[CH:28][CH:29]=[N:30]4)=[CH:3][C:4]([C:16]3[C:17]([CH3:22])=[N:18][O:19][C:20]=3[CH3:21])=[CH:5][C:6]=2[N:10]=1)([CH3:14])[CH3:13], predict the reactants needed to synthesize it. The reactants are: I[C:2]1[C:7]2[N:8]([CH3:15])[C:9]([O:11][CH:12]([CH3:14])[CH3:13])=[N:10][C:6]=2[CH:5]=[C:4]([C:16]2[C:17]([CH3:22])=[N:18][O:19][C:20]=2[CH3:21])[CH:3]=1.[CH3:23][C:24]1[C:25](B(O)O)=[C:26]2[C:31](=[CH:32][CH:33]=1)[N:30]=[CH:29][CH:28]=[CH:27]2.COCCOC.C([O-])([O-])=O.[Cs+].[Cs+]. (2) Given the product [CH2:1]([N:8]1[C:16]([CH3:15])=[C:11]2[C:10]([CH:21]=[C:14]([C:17]([O:19][CH3:20])=[O:18])[CH:13]=[CH:12]2)=[N:9]1)[C:2]1[CH:3]=[CH:4][CH:5]=[CH:6][CH:7]=1, predict the reactants needed to synthesize it. The reactants are: [CH2:1]([N:8]1[C:16]2[C:11](=[CH:12][CH:13]=[C:14]([C:17]([O:19][CH3:20])=[O:18])[CH:15]=2)[C:10]([CH3:21])=[N:9]1)[C:2]1[CH:7]=[CH:6][CH:5]=[CH:4][CH:3]=1.CC1C2C(=CC(C(OC)=O)=CC=2)NN=1.C(Br)C1C=CC=CC=1.C(=O)([O-])[O-].[K+].[K+].C1OCCOCCOCCOCCOCCOC1. (3) The reactants are: [F:1][C:2]1[CH:3]=[C:4]([NH:8][C:9](=[O:28])[CH2:10][N:11]2[CH:15]=[C:14]([NH:16][C:17]3[C:26]4[C:21](=[CH:22][C:23]([OH:27])=[CH:24][CH:25]=4)[N:20]=[CH:19][N:18]=3)[CH:13]=[N:12]2)[CH:5]=[CH:6][CH:7]=1.C(=O)([O-])[O-].[Cs+].[Cs+].CS(O[CH2:40][C@@H:41]1[CH2:45][CH2:44][CH2:43][N:42]1[C:46]([O:48][C:49]([CH3:52])([CH3:51])[CH3:50])=[O:47])(=O)=O.O. Given the product [F:1][C:2]1[CH:3]=[C:4]([NH:8][C:9](=[O:28])[CH2:10][N:11]2[CH:15]=[C:14]([NH:16][C:17]3[C:26]4[C:21](=[CH:22][C:23]([O:27][CH2:40][C@@H:41]5[CH2:45][CH2:44][CH2:43][N:42]5[C:46]([O:48][C:49]([CH3:50])([CH3:52])[CH3:51])=[O:47])=[CH:24][CH:25]=4)[N:20]=[CH:19][N:18]=3)[CH:13]=[N:12]2)[CH:5]=[CH:6][CH:7]=1, predict the reactants needed to synthesize it. (4) Given the product [C:1]([O:5][C:6]([CH:8]1[CH2:9][CH2:10][CH:11]([NH:14][CH2:15][C:16]([O:18][C:19]([CH3:22])([CH3:21])[CH3:20])=[O:17])[CH2:12][CH2:13]1)=[O:7])([CH3:4])([CH3:3])[CH3:2], predict the reactants needed to synthesize it. The reactants are: [C:1]([O:5][C:6]([CH:8]1[CH2:13][CH2:12][CH:11]([N:14](CC2C=CC=CC=2)[CH2:15][C:16]([O:18][C:19]([CH3:22])([CH3:21])[CH3:20])=[O:17])[CH2:10][CH2:9]1)=[O:7])([CH3:4])([CH3:3])[CH3:2].[H][H]. (5) Given the product [CH3:21][O:22][CH2:23][O:16][C:14]1[CH:15]=[C:10]([C:2]2[O:1][C:5]3[CH:6]=[CH:7][CH:8]=[CH:9][C:4]=3[N:3]=2)[CH:11]=[CH:12][C:13]=1[CH3:17], predict the reactants needed to synthesize it. The reactants are: [O:1]1[C:5]2[CH:6]=[CH:7][CH:8]=[CH:9][C:4]=2[N:3]=[C:2]1[C:10]1[CH:11]=[CH:12][C:13]([CH3:17])=[C:14]([OH:16])[CH:15]=1.[H-].[Na+].Br[CH2:21][O:22][CH2:23]Br. (6) Given the product [NH2:20][C:19]1[C:6]([C:5]2[CH:4]=[CH:3][C:2]([F:1])=[CH:22][CH:21]=2)=[N:7][S:30][C:31]=1[C:32]([O:34][CH2:35][CH3:36])=[O:33], predict the reactants needed to synthesize it. The reactants are: [F:1][C:2]1[CH:22]=[CH:21][C:5]([C:6]([C:19]#[N:20])=[N:7]OS(C2C=CC(C)=CC=2)(=O)=O)=[CH:4][CH:3]=1.C(N(CC)CC)C.[SH:30][CH2:31][C:32]([O:34][CH2:35][CH3:36])=[O:33].